From a dataset of Reaction yield outcomes from USPTO patents with 853,638 reactions. Predict the reaction yield, written as a fraction of the theoretical maximum amount of product (1.0 means a 100% yield; for example, 0.34 means a 34% yield). The reactants are [C:1]([C:3]1[CH:4]=[C:5]([C:13]2[O:17][N:16]=[C:15]([C:18]3[CH:27]=[CH:26][CH:25]=[C:24]4[C:19]=3[CH2:20][CH2:21][CH2:22][C@H:23]4[NH:28][S:29]([CH2:32][C:33]([OH:35])=O)(=[O:31])=[O:30])[N:14]=2)[CH:6]=[CH:7][C:8]=1[O:9][CH:10]([CH3:12])[CH3:11])#[N:2].ON1C2C=CC=CC=2N=N1.C(Cl)CCl.[CH3:50][NH:51][CH3:52]. The catalyst is CN(C=O)C.C([O-])(O)=O.[Na+]. The product is [C:1]([C:3]1[CH:4]=[C:5]([C:13]2[O:17][N:16]=[C:15]([C:18]3[CH:27]=[CH:26][CH:25]=[C:24]4[C:19]=3[CH2:20][CH2:21][CH2:22][C@H:23]4[NH:28][S:29]([CH2:32][C:33]([N:51]([CH3:52])[CH3:50])=[O:35])(=[O:31])=[O:30])[N:14]=2)[CH:6]=[CH:7][C:8]=1[O:9][CH:10]([CH3:12])[CH3:11])#[N:2]. The yield is 0.280.